From a dataset of Forward reaction prediction with 1.9M reactions from USPTO patents (1976-2016). Predict the product of the given reaction. Given the reactants [CH3:1][C:2]12[CH2:11][C:9]3([NH2:12])[CH2:10][CH:4]([CH2:5][C:6]([CH3:13])([CH2:8]3)[CH2:7]1)[CH2:3]2.[CH3:14][C@@H:15]([C:29]([OH:31])=[O:30])[C:16]1[CH:21]=[CH:20][C:19]([C:22]2[CH:27]=[CH:26][CH:25]=[CH:24][CH:23]=2)=[C:18]([F:28])[CH:17]=1, predict the reaction product. The product is: [CH3:13][C:6]12[CH2:8][C:9]3([NH2:12])[CH2:10][CH:4]([CH2:3][C:2]([CH3:1])([CH2:11]3)[CH2:7]1)[CH2:5]2.[CH3:14][C@@H:15]([C:29]([OH:31])=[O:30])[C:16]1[CH:21]=[CH:20][C:19]([C:22]2[CH:27]=[CH:26][CH:25]=[CH:24][CH:23]=2)=[C:18]([F:28])[CH:17]=1.